From a dataset of Forward reaction prediction with 1.9M reactions from USPTO patents (1976-2016). Predict the product of the given reaction. (1) Given the reactants Cl[C:2]1[CH:11]=[CH:10][N:9]=[C:8]2[C:3]=1[CH:4]=[CH:5][C:6]([CH3:12])=[N:7]2.[NH2:13][C:14]1[CH:19]=[C:18]([O:20][CH2:21][C:22]2[CH:27]=[CH:26][C:25]([F:28])=[CH:24][CH:23]=2)[CH:17]=[CH:16][C:15]=1[S:29][C:30]1[CH:35]=[CH:34][C:33]([OH:36])=[CH:32][CH:31]=1, predict the reaction product. The product is: [F:28][C:25]1[CH:26]=[CH:27][C:22]([CH2:21][O:20][C:18]2[CH:17]=[CH:16][C:15]([S:29][C:30]3[CH:35]=[CH:34][C:33]([OH:36])=[CH:32][CH:31]=3)=[C:14]([NH:13][C:2]3[C:3]4[C:8](=[N:7][C:6]([CH3:12])=[CH:5][CH:4]=4)[N:9]=[CH:10][CH:11]=3)[CH:19]=2)=[CH:23][CH:24]=1. (2) Given the reactants [C:1]([C:3]1[C:4]([N:15]2[CH2:20][CH2:19][CH:18]([C:21]([OH:23])=O)[CH2:17][CH2:16]2)=[N:5][C:6]([CH3:14])=[C:7]([C:9]([O:11][CH2:12][CH3:13])=[O:10])[CH:8]=1)#[N:2].CCN=C=NCCCN(C)C.[F:35][C:36]1[CH:41]=[CH:40][C:39]([CH2:42][S:43]([NH2:46])(=[O:45])=[O:44])=[CH:38][CH:37]=1.C1C=CC2N(O)N=NC=2C=1.CCN(C(C)C)C(C)C, predict the reaction product. The product is: [C:1]([C:3]1[C:4]([N:15]2[CH2:16][CH2:17][CH:18]([C:21]([NH:46][S:43]([CH2:42][C:39]3[CH:40]=[CH:41][C:36]([F:35])=[CH:37][CH:38]=3)(=[O:45])=[O:44])=[O:23])[CH2:19][CH2:20]2)=[N:5][C:6]([CH3:14])=[C:7]([CH:8]=1)[C:9]([O:11][CH2:12][CH3:13])=[O:10])#[N:2].